The task is: Regression/Classification. Given a drug SMILES string, predict its absorption, distribution, metabolism, or excretion properties. Task type varies by dataset: regression for continuous measurements (e.g., permeability, clearance, half-life) or binary classification for categorical outcomes (e.g., BBB penetration, CYP inhibition). Dataset: cyp2c9_veith.. This data is from CYP2C9 inhibition data for predicting drug metabolism from PubChem BioAssay. (1) The drug is O=c1c(-c2cc(F)cc(F)c2)nc2cnc(N3CCNCC3)nc2n1-c1ccccc1. The result is 0 (non-inhibitor). (2) The drug is NCC(=O)Nc1ccc(Cl)cc1C(=O)c1ccc[nH]1. The result is 0 (non-inhibitor).